The task is: Predict which catalyst facilitates the given reaction.. This data is from Catalyst prediction with 721,799 reactions and 888 catalyst types from USPTO. (1) Reactant: [C:1]([C:4]1[S:8][C:7]([CH3:9])=[C:6]([C:10]2[CH2:14][CH2:13][CH2:12][C:11]=2[C:15]2[CH:16]=[C:17]([C:21]([O:23]CC)=[O:22])[S:18][C:19]=2[CH3:20])[CH:5]=1)(=[O:3])[CH3:2].[Li+].[OH-].Cl. Product: [C:1]([C:4]1[S:8][C:7]([CH3:9])=[C:6]([C:10]2[CH2:14][CH2:13][CH2:12][C:11]=2[C:15]2[CH:16]=[C:17]([C:21]([OH:23])=[O:22])[S:18][C:19]=2[CH3:20])[CH:5]=1)(=[O:3])[CH3:2]. The catalyst class is: 36. (2) Reactant: [S:1]([C:5]1[CH:6]=[C:7]([N:23]=[C:24]=[S:25])[C:8]2[C:13]([CH:14]=1)=[CH:12][C:11]([S:15]([OH:18])(=[O:17])=[O:16])=[CH:10][C:9]=2[S:19]([OH:22])(=[O:21])=[O:20])([OH:4])(=[O:3])=[O:2].[Na:26].C[N:28](C)CC=C. Product: [S:1]([C:5]1[CH:6]=[C:7]([NH:23][C:24]([NH2:28])=[S:25])[C:8]2[C:13]([CH:14]=1)=[CH:12][C:11]([S:15]([OH:18])(=[O:16])=[O:17])=[CH:10][C:9]=2[S:19]([OH:22])(=[O:21])=[O:20])([OH:4])(=[O:3])=[O:2].[Na:26]. The catalyst class is: 6. (3) Reactant: Cl[C:2]1[N:3]=[C:4]([N:13]2[CH2:18][CH2:17][N:16]([C:19](=[O:27])[CH2:20][C:21]3[CH:26]=[CH:25][CH:24]=[CH:23][CH:22]=3)[CH2:15][CH2:14]2)[C:5]2[CH:10]=[C:9]([CH2:11][CH3:12])[S:8][C:6]=2[N:7]=1.Cl.[CH3:29][O:30][C:31](=[O:36])[C@H:32]([CH2:34][SH:35])[NH2:33]. Product: [CH2:11]([C:9]1[S:8][C:6]2[N:7]=[C:2]([S:35][CH2:34][C@@H:32]([C:31]([O:30][CH3:29])=[O:36])[NH2:33])[N:3]=[C:4]([N:13]3[CH2:18][CH2:17][N:16]([C:19](=[O:27])[CH2:20][C:21]4[CH:26]=[CH:25][CH:24]=[CH:23][CH:22]=4)[CH2:15][CH2:14]3)[C:5]=2[CH:10]=1)[CH3:12]. The catalyst class is: 3. (4) Reactant: [CH3:1][CH:2]([S:25]([NH2:28])(=[O:27])=[O:26])[CH2:3][CH2:4][CH2:5][N:6]1[C:18]2[C:17]3[CH:16]=[CH:15][C:14](Br)=[CH:13][C:12]=3[N:11]=[C:10]([NH2:20])[C:9]=2[N:8]=[C:7]1[CH2:21][O:22][CH2:23][CH3:24].B1([C:35]2[CH:40]=[CH:39][CH:38]=[N:37][CH:36]=2)OCCCO1.C1(P(C2C=CC=CC=2)C2C=CC=CC=2)C=CC=CC=1. The catalyst class is: 167. Product: [CH3:1][CH:2]([S:25]([NH2:28])(=[O:27])=[O:26])[CH2:3][CH2:4][CH2:5][N:6]1[C:18]2[C:17]3[CH:16]=[CH:15][C:14]([C:35]4[CH:36]=[N:37][CH:38]=[CH:39][CH:40]=4)=[CH:13][C:12]=3[N:11]=[C:10]([NH2:20])[C:9]=2[N:8]=[C:7]1[CH2:21][O:22][CH2:23][CH3:24]. (5) Reactant: [Br:1][CH2:2][C:3](=[O:28])[NH:4][CH2:5][CH2:6][O:7][CH2:8][CH2:9][O:10][CH2:11][CH2:12][O:13][CH2:14][CH2:15][O:16][CH2:17][CH2:18][O:19][CH2:20][CH2:21][O:22][CH2:23][CH2:24][C:25]([OH:27])=[O:26].FC(F)(F)C(O[C:34]1[C:39]([F:40])=[C:38]([F:41])[C:37]([F:42])=[C:36]([F:43])[C:35]=1[F:44])=O.N1C=CC=CC=1. Product: [Br:1][CH2:2][C:3](=[O:28])[NH:4][CH2:5][CH2:6][O:7][CH2:8][CH2:9][O:10][CH2:11][CH2:12][O:13][CH2:14][CH2:15][O:16][CH2:17][CH2:18][O:19][CH2:20][CH2:21][O:22][CH2:23][CH2:24][C:25]([O:27][C:34]1[C:35]([F:44])=[C:36]([F:43])[C:37]([F:42])=[C:38]([F:41])[C:39]=1[F:40])=[O:26]. The catalyst class is: 4. (6) Reactant: C[O-].[Na+].[F:4][C:5]([F:25])([F:24])[C:6]1[CH:11]=[CH:10][C:9]([NH:12][C:13](=[O:23])[CH2:14][C@@H:15](OS(C)(=O)=O)[CH2:16][CH3:17])=[CH:8][CH:7]=1.O. Product: [CH2:16]([C@H:15]1[N:12]([C:9]2[CH:10]=[CH:11][C:6]([C:5]([F:25])([F:24])[F:4])=[CH:7][CH:8]=2)[C:13](=[O:23])[CH2:14]1)[CH3:17]. The catalyst class is: 7. (7) The catalyst class is: 2. Product: [CH2:2]([O:4][C:5]([C:7]1[N:8]([C:39]2[CH:40]=[CH:41][C:42]([O:45][CH:46]([CH3:47])[CH3:48])=[CH:43][CH:44]=2)[C:9]2[C:14]([C:15]=1[NH:16][C:24](=[O:26])[CH3:25])=[CH:13][C:12]([O:27][C:28]1[CH:29]=[CH:30][C:31]([O:34][C:35]([F:37])([F:38])[F:36])=[CH:32][CH:33]=1)=[CH:11][CH:10]=2)=[O:6])[CH3:3]. Reactant: Cl.[CH2:2]([O:4][C:5]([C:7]1[N:8]([C:39]2[CH:44]=[CH:43][C:42]([O:45][CH:46]([CH3:48])[CH3:47])=[CH:41][CH:40]=2)[C:9]2[C:14]([C:15]=1[N:16]([C:24](=[O:26])[CH3:25])C(OC(C)(C)C)=O)=[CH:13][C:12]([O:27][C:28]1[CH:33]=[CH:32][C:31]([O:34][C:35]([F:38])([F:37])[F:36])=[CH:30][CH:29]=1)=[CH:11][CH:10]=2)=[O:6])[CH3:3]. (8) Reactant: [F:1][C:2]1[CH:3]=[C:4]([C:8]2[CH:9]=[C:10]([CH2:16][NH:17][C:18]3[C:19]([CH3:33])=[C:20]([CH:29]=[CH:30][C:31]=3[CH3:32])[O:21][CH2:22][C:23]([O:25]C(C)C)=[O:24])[CH:11]=[C:12]([O:14][CH3:15])[CH:13]=2)[CH:5]=[CH:6][CH:7]=1.[OH-].[Na+]. Product: [F:1][C:2]1[CH:3]=[C:4]([C:8]2[CH:9]=[C:10]([CH2:16][NH:17][C:18]3[C:19]([CH3:33])=[C:20]([CH:29]=[CH:30][C:31]=3[CH3:32])[O:21][CH2:22][C:23]([OH:25])=[O:24])[CH:11]=[C:12]([O:14][CH3:15])[CH:13]=2)[CH:5]=[CH:6][CH:7]=1. The catalyst class is: 1. (9) Reactant: [CH2:1]([S:3]([C:6]1[CH:7]=[C:8]([N+:13]([O-:15])=[O:14])[C:9](O)=[N:10][CH:11]=1)(=[O:5])=[O:4])[CH3:2].S(Cl)([Cl:18])=O. Product: [Cl:18][C:9]1[C:8]([N+:13]([O-:15])=[O:14])=[CH:7][C:6]([S:3]([CH2:1][CH3:2])(=[O:5])=[O:4])=[CH:11][N:10]=1. The catalyst class is: 9.